Predict the product of the given reaction. From a dataset of Forward reaction prediction with 1.9M reactions from USPTO patents (1976-2016). (1) The product is: [CH3:13][N:14]1[CH:18]=[CH:17][CH:16]=[C:15]1[C:19]([NH:1][C:2]1[CH:3]=[C:4]([CH:10]=[CH:11][CH:12]=1)[C:5]([O:7][CH2:8][CH3:9])=[O:6])=[O:20]. Given the reactants [NH2:1][C:2]1[CH:3]=[C:4]([CH:10]=[CH:11][CH:12]=1)[C:5]([O:7][CH2:8][CH3:9])=[O:6].[CH3:13][N:14]1[CH:18]=[CH:17][CH:16]=[C:15]1[C:19](Cl)=[O:20], predict the reaction product. (2) Given the reactants [CH3:1][C@@H:2]1[CH2:7][CH2:6][C@H:5]([O:8][C:9]2[C:18]([C:19]([F:22])([F:21])[F:20])=[C:17]3[C:12]([CH:13]=[CH:14][C:15]([CH2:23]OS(C)(=O)=O)=[CH:16]3)=[CH:11][CH:10]=2)[CH2:4][CH2:3]1.CN(C)C=O.[NH:34]1[CH2:39][CH2:38][O:37][CH2:36][CH2:35]1.C(=O)([O-])[O-].[Cs+].[Cs+], predict the reaction product. The product is: [CH3:1][C@@H:2]1[CH2:3][CH2:4][C@H:5]([O:8][C:9]2[C:18]([C:19]([F:20])([F:21])[F:22])=[C:17]3[C:12]([CH:13]=[CH:14][C:15]([CH2:23][N:34]4[CH2:39][CH2:38][O:37][CH2:36][CH2:35]4)=[CH:16]3)=[CH:11][CH:10]=2)[CH2:6][CH2:7]1. (3) The product is: [Br:1][C:2]1[C:3]([F:12])=[C:4]([C:8]([Cl:11])=[CH:9][CH:10]=1)[C:5]([NH:19][C:20]1[N:24]([C:25]2[CH:30]=[CH:29][CH:28]=[CH:27][CH:26]=2)[N:23]=[C:22]([C:31]#[N:32])[CH:21]=1)=[O:7]. Given the reactants [Br:1][C:2]1[C:3]([F:12])=[C:4]([C:8]([Cl:11])=[CH:9][CH:10]=1)[C:5]([OH:7])=O.C(Cl)(=O)C(Cl)=O.[NH2:19][C:20]1[N:24]([C:25]2[CH:30]=[CH:29][CH:28]=[CH:27][CH:26]=2)[N:23]=[C:22]([C:31]#[N:32])[CH:21]=1.C(N(CC)CC)C.[OH-].[Na+], predict the reaction product. (4) The product is: [Cl:1][C:2]1[C:10]2[N:9]=[C:8]3[CH:11]([C:16]4[CH:21]=[CH:20][C:19]([Cl:22])=[CH:18][C:17]=4[Cl:23])[O:12][CH2:13][CH2:14][CH2:15][N:7]3[C:6]=2[C:5]([C:24]([CH:29]2[CH2:31][CH2:30]2)([CH:26]2[CH2:28][CH2:27]2)[OH:25])=[CH:4][CH:3]=1. Given the reactants [Cl:1][C:2]1[C:10]2[N:9]=[C:8]3[CH:11]([C:16]4[CH:21]=[CH:20][C:19]([Cl:22])=[CH:18][C:17]=4[Cl:23])[O:12][CH2:13][CH2:14][CH2:15][N:7]3[C:6]=2[C:5]([C:24]([CH:26]2[CH2:28][CH2:27]2)=[O:25])=[CH:4][CH:3]=1.[CH:29]1([Mg]Br)[CH2:31][CH2:30]1.C(OCC)(=O)C.[Cl-].[NH4+], predict the reaction product. (5) Given the reactants C(N(CC)CC)C.[Br:8][C:9]1[CH:14]=[C:13]([Cl:15])[CH:12]=[CH:11][C:10]=1I.[C:17]([Si:19]([CH3:22])([CH3:21])[CH3:20])#[CH:18], predict the reaction product. The product is: [Br:8][C:9]1[CH:14]=[C:13]([Cl:15])[CH:12]=[CH:11][C:10]=1[C:18]#[C:17][Si:19]([CH3:22])([CH3:21])[CH3:20]. (6) The product is: [Br:1][C:2]1[S:6][C:5]([O:7][C:8]2[CH:13]=[C:12]([O:14][CH2:15][CH2:16][O:17][CH3:18])[CH:11]=[CH:10][C:9]=2/[CH:19]=[CH:20]/[C:21]([OH:23])=[O:22])=[N:4][CH:3]=1. Given the reactants [Br:1][C:2]1[S:6][C:5]([O:7][C:8]2[CH:13]=[C:12]([O:14][CH2:15][CH2:16][O:17][CH3:18])[CH:11]=[CH:10][C:9]=2/[CH:19]=[CH:20]/[C:21]([O:23]CC)=[O:22])=[N:4][CH:3]=1.[OH-].[Na+], predict the reaction product.